This data is from Peptide-MHC class I binding affinity with 185,985 pairs from IEDB/IMGT. The task is: Regression. Given a peptide amino acid sequence and an MHC pseudo amino acid sequence, predict their binding affinity value. This is MHC class I binding data. (1) The peptide sequence is NPPVPGHIF. The MHC is HLA-A02:01 with pseudo-sequence HLA-A02:01. The binding affinity (normalized) is 0. (2) The peptide sequence is GTQDQSLYL. The MHC is HLA-A23:01 with pseudo-sequence HLA-A23:01. The binding affinity (normalized) is 0.213. (3) The binding affinity (normalized) is 0.248. The MHC is HLA-A31:01 with pseudo-sequence HLA-A31:01. The peptide sequence is ALERLLSLK. (4) The peptide sequence is DQHGRMNYYW. The MHC is HLA-A24:02 with pseudo-sequence HLA-A24:02. The binding affinity (normalized) is 0.326. (5) The peptide sequence is LYVAGVPEL. The MHC is HLA-B27:03 with pseudo-sequence HLA-B27:03. The binding affinity (normalized) is 0.0847. (6) The peptide sequence is QPRAPIRPI. The MHC is HLA-A31:01 with pseudo-sequence HLA-A31:01. The binding affinity (normalized) is 0. (7) The peptide sequence is KDKNKWRML. The MHC is Mamu-B03 with pseudo-sequence Mamu-B03. The binding affinity (normalized) is 0.260. (8) The peptide sequence is VGNVYVKT. The MHC is Mamu-B52 with pseudo-sequence Mamu-B52. The binding affinity (normalized) is 0.357. (9) The peptide sequence is VLFEVFVVF. The MHC is HLA-B15:01 with pseudo-sequence HLA-B15:01. The binding affinity (normalized) is 0.903. (10) The peptide sequence is FFLPIFSDEV. The MHC is H-2-Db with pseudo-sequence H-2-Db. The binding affinity (normalized) is 0.0127.